Predict the product of the given reaction. From a dataset of Forward reaction prediction with 1.9M reactions from USPTO patents (1976-2016). (1) Given the reactants [CH3:1][O:2][C:3]1[CH:4]=[C:5]([CH2:10][CH2:11][OH:12])[CH:6]=[C:7]([CH3:9])[CH:8]=1.[Br:13][C:14]1[C:15](O)=[C:16]([CH:21]=[CH:22][CH:23]=1)[C:17]([O:19][CH3:20])=[O:18].C1C=CC(P(C2C=CC=CC=2)C2C=CC=CC=2)=CC=1.N(C(OCC)=O)=NC(OCC)=O, predict the reaction product. The product is: [Br:13][C:14]1[C:15]([O:12][CH2:11][CH2:10][C:5]2[CH:6]=[C:7]([CH3:9])[CH:8]=[C:3]([O:2][CH3:1])[CH:4]=2)=[C:16]([CH:21]=[CH:22][CH:23]=1)[C:17]([O:19][CH3:20])=[O:18]. (2) Given the reactants [C:1]([O:5][C:6](=[O:38])[NH:7][C:8]1([C:12]2[CH:17]=[CH:16][C:15]([C:18]3[C:19](=[O:37])[C:20]4[C:25]([O:26][C:27]=3[C:28]3[CH:33]=[CH:32][CH:31]=[CH:30][CH:29]=3)=[C:24]3[NH:34][N:35]=[CH:36][C:23]3=[CH:22][CH:21]=4)=[CH:14][CH:13]=2)[CH2:11][CH2:10][CH2:9]1)([CH3:4])([CH3:3])[CH3:2].[OH-].[K+].[I:41]I.S([O-])([O-])(=O)=S.[Na+].[Na+], predict the reaction product. The product is: [C:1]([O:5][C:6](=[O:38])[NH:7][C:8]1([C:12]2[CH:13]=[CH:14][C:15]([C:18]3[C:19](=[O:37])[C:20]4[C:25]([O:26][C:27]=3[C:28]3[CH:29]=[CH:30][CH:31]=[CH:32][CH:33]=3)=[C:24]3[NH:34][N:35]=[C:36]([I:41])[C:23]3=[CH:22][CH:21]=4)=[CH:16][CH:17]=2)[CH2:11][CH2:10][CH2:9]1)([CH3:4])([CH3:2])[CH3:3]. (3) Given the reactants Cl.[Br:2][C:3]1[CH:4]=[N:5][N:6]([CH2:8]Cl)[CH:7]=1.[F:10][C:11]([F:20])([F:19])[CH2:12][CH2:13][CH:14]([C:17]#[N:18])[C:15]#[N:16].C(=O)([O-])[O-].[K+].[K+].O, predict the reaction product. The product is: [Br:2][C:3]1[CH:4]=[N:5][N:6]([CH2:8][C:14]([CH2:13][CH2:12][C:11]([F:10])([F:19])[F:20])([C:15]#[N:16])[C:17]#[N:18])[CH:7]=1. (4) Given the reactants CC([O-])(C)C.[K+].[Br:7][C:8]1[CH:9]=[CH:10][C:11]([F:26])=[C:12]([C:14]([NH:21][C:22](=[O:25])[CH2:23]Cl)([CH:18]([F:20])[F:19])[CH2:15][CH2:16][OH:17])[CH:13]=1, predict the reaction product. The product is: [Br:7][C:8]1[CH:9]=[CH:10][C:11]([F:26])=[C:12]([C:14]2([CH:18]([F:20])[F:19])[CH2:15][CH2:16][O:17][CH2:23][C:22](=[O:25])[NH:21]2)[CH:13]=1. (5) Given the reactants [N:1]1([C:7]2[N:8]=[C:9]([CH2:14][C:15]([O-:17])=O)[NH:10][C:11](=[O:13])[CH:12]=2)[CH2:6][CH2:5][O:4][CH2:3][CH2:2]1.[Na+].[F:19][C:20]1[C:26]([F:27])=[C:25]([F:28])[CH:24]=[CH:23][C:21]=1[NH2:22], predict the reaction product. The product is: [N:1]1([C:7]2[N:8]=[C:9]([CH2:14][C:15]([NH:22][C:21]3[CH:23]=[CH:24][C:25]([F:28])=[C:26]([F:27])[C:20]=3[F:19])=[O:17])[NH:10][C:11](=[O:13])[CH:12]=2)[CH2:2][CH2:3][O:4][CH2:5][CH2:6]1.